From a dataset of Catalyst prediction with 721,799 reactions and 888 catalyst types from USPTO. Predict which catalyst facilitates the given reaction. (1) Reactant: [Br:1][CH2:2][C:3]([NH:5][CH:6]([C:8]1[N:9](C2CCCCO2)[C:10]2[C:15]([N:16]=1)=[C:14]([N:17]1[CH2:22][CH2:21][O:20][CH2:19][CH2:18]1)[N:13]=[C:12]([Cl:23])[N:11]=2)[CH3:7])=[O:4].O.C1(C)C=CC(S(O)(=O)=O)=CC=1.O.C(=O)(O)[O-].[Na+]. Product: [Br:1][CH2:2][C:3]([NH:5][CH:6]([C:8]1[NH:9][C:10]2[C:15]([N:16]=1)=[C:14]([N:17]1[CH2:18][CH2:19][O:20][CH2:21][CH2:22]1)[N:13]=[C:12]([Cl:23])[N:11]=2)[CH3:7])=[O:4]. The catalyst class is: 5. (2) Reactant: [Cl:1][C:2]1[CH:3]=[C:4]([O:9][C:10]2[CH:16]=[CH:15][C:13]([NH2:14])=[CH:12][CH:11]=2)[CH:5]=[CH:6][C:7]=1[F:8].Cl[C:18](Cl)([O:20]C(=O)OC(Cl)(Cl)Cl)Cl.CCN(C(C)C)C(C)C.[NH2:38][C@@H:39]([C:41]([OH:43])=[O:42])[CH3:40]. Product: [Cl:1][C:2]1[CH:3]=[C:4]([O:9][C:10]2[CH:16]=[CH:15][C:13]([NH:14][C:18]([NH:38][C@@H:39]([C:41]([OH:43])=[O:42])[CH3:40])=[O:20])=[CH:12][CH:11]=2)[CH:5]=[CH:6][C:7]=1[F:8]. The catalyst class is: 410. (3) Reactant: [Br:1][C:2]1[S:18][C:5]2[N:6]([CH2:16][CH3:17])[CH:7]=[C:8]([C:11]([O:13]CC)=O)[C:9](=[O:10])[C:4]=2[CH:3]=1.[Cl:19][C:20]1[CH:27]=[CH:26][C:23]([CH2:24][NH2:25])=[CH:22][CH:21]=1. Product: [Br:1][C:2]1[S:18][C:5]2[N:6]([CH2:16][CH3:17])[CH:7]=[C:8]([C:11]([NH:25][CH2:24][C:23]3[CH:26]=[CH:27][C:20]([Cl:19])=[CH:21][CH:22]=3)=[O:13])[C:9](=[O:10])[C:4]=2[CH:3]=1. The catalyst class is: 11. (4) Product: [CH:14]([CH:2]1[CH2:6][CH2:5][CH2:4][N:3]1[C:7]([O:9][C:10]([CH3:13])([CH3:12])[CH3:11])=[O:8])=[O:15]. The catalyst class is: 11. Reactant: C[C:2]1([C:14]([O-])=[O:15])[CH2:6][CH2:5][CH2:4][N:3]1[C:7]([O:9][C:10]([CH3:13])([CH3:12])[CH3:11])=[O:8].CC(C[AlH]CC(C)C)C. (5) Reactant: C[O:2][C:3](=[O:26])[CH:4]([CH2:20][CH2:21][CH2:22][CH2:23][CH2:24][CH3:25])[CH:5]([OH:19])[CH2:6][CH2:7][CH2:8][CH2:9][CH2:10][O:11][CH2:12][C:13]1[CH:18]=[CH:17][CH:16]=[CH:15][CH:14]=1.O.[OH-].[Li+].S([O-])(O)(=O)=O.[K+]. Product: [CH2:12]([O:11][CH2:10][CH2:9][CH2:8][CH2:7][CH2:6][CH:5]([OH:19])[CH:4]([CH2:20][CH2:21][CH2:22][CH2:23][CH2:24][CH3:25])[C:3]([OH:26])=[O:2])[C:13]1[CH:18]=[CH:17][CH:16]=[CH:15][CH:14]=1. The catalyst class is: 40. (6) Reactant: [ClH:1].[CH2:2]1[C:10]2[C:5](=[CH:6][CH:7]=[CH:8][CH:9]=2)[CH2:4][CH:3]1[NH:11][C:12]1[N:13]=[CH:14][C:15]2[CH2:20][N:19]([C:21]([O:23][CH2:24][CH:25]3[CH2:30][N:29]4[CH:31]=[CH:32][N:33]=[C:28]4[CH2:27][CH2:26]3)=[O:22])[CH2:18][C:16]=2[N:17]=1. Product: [ClH:1].[CH2:2]1[C:10]2[C:5](=[CH:6][CH:7]=[CH:8][CH:9]=2)[CH2:4][CH:3]1[NH:11][C:12]1[N:13]=[CH:14][C:15]2[CH2:20][N:19]([C:21]([O:23][CH2:24][CH:25]3[CH2:30][N:29]4[CH:31]=[CH:32][N:33]=[C:28]4[CH2:27][CH2:26]3)=[O:22])[CH2:18][C:16]=2[N:17]=1. The catalyst class is: 5. (7) Reactant: [Cl:1][CH2:2][C:3]([C:5]1[CH:10]=[CH:9][CH:8]=[CH:7][CH:6]=1)=[O:4].B(Cl)([C@@H]1[C@@H](C)[C@@H]2C(C)(C)[C@@H](C2)C1)[C@@H]1[C@@H](C)[C@@H]2C(C)(C)[C@@H](C2)C1.N(CCO)CCO. Product: [Cl:1][CH2:2][CH:3]([C:5]1[CH:10]=[CH:9][CH:8]=[CH:7][CH:6]=1)[OH:4]. The catalyst class is: 1.